Task: Predict the reactants needed to synthesize the given product.. Dataset: Full USPTO retrosynthesis dataset with 1.9M reactions from patents (1976-2016) Given the product [CH2:33]([O:40][C:41](=[O:42])[NH:43][CH:44]([C:48]1[CH:53]=[CH:52][CH:51]=[CH:50][CH:49]=1)[C:45](=[O:46])[NH:12][C:9]1[S:10][CH:11]=[C:7]([C:4]2[CH:3]=[CH:2][N:1]=[CH:6][CH:5]=2)[N:8]=1)[C:34]1[CH:35]=[CH:36][CH:37]=[CH:38][CH:39]=1, predict the reactants needed to synthesize it. The reactants are: [N:1]1[CH:6]=[CH:5][C:4]([C:7]2[N:8]=[C:9]([NH2:12])[S:10][CH:11]=2)=[CH:3][CH:2]=1.CS(N1C2C=CC=CC=2N=N1)(=O)=O.C(N(CC)CC)C.[CH2:33]([O:40][C:41]([NH:43][CH:44]([C:48]1[CH:53]=[CH:52][CH:51]=[CH:50][CH:49]=1)[C:45](O)=[O:46])=[O:42])[C:34]1[CH:39]=[CH:38][CH:37]=[CH:36][CH:35]=1.